This data is from Forward reaction prediction with 1.9M reactions from USPTO patents (1976-2016). The task is: Predict the product of the given reaction. (1) Given the reactants [CH3:1][O:2][C:3]1[CH:22]=[CH:21][C:6]([CH2:7][C@@H:8]2[C:12]3=[N:13][C:14]4[CH:19]=[CH:18][CH:17]=[CH:16][C:15]=4[N:11]3[C:10](=[O:20])[NH:9]2)=[CH:5][CH:4]=1.[N:23]1[CH:28]=[CH:27][N:26]=[CH:25][C:24]=1[CH2:29][CH2:30][NH2:31].C(O)(C(F)(F)F)=O, predict the reaction product. The product is: [NH:13]1[C:14]2[CH:19]=[CH:18][CH:17]=[CH:16][C:15]=2[N:11]=[C:12]1[C@H:8]([NH:9][C:10]([NH:31][CH2:30][CH2:29][C:24]1[CH:25]=[N:26][CH:27]=[CH:28][N:23]=1)=[O:20])[CH2:7][C:6]1[CH:5]=[CH:4][C:3]([O:2][CH3:1])=[CH:22][CH:21]=1. (2) Given the reactants [Cl:1][C:2]1[CH:7]=[CH:6][C:5]([C:8]2[CH:9]=[C:10]([C:24]#[N:25])[S:11][C:12]=2[C:13]2[C:22]3[C:17](=[CH:18][CH:19]=[CH:20][CH:21]=3)[C:16]([CH3:23])=[CH:15][CH:14]=2)=[C:4]([CH3:26])[CH:3]=1.[N-:27]=[N+:28]=[N-:29].[Na+], predict the reaction product. The product is: [Cl:1][C:2]1[CH:7]=[CH:6][C:5]([C:8]2[CH:9]=[C:10]([C:24]3[NH:29][N:28]=[N:27][N:25]=3)[S:11][C:12]=2[C:13]2[C:22]3[C:17](=[CH:18][CH:19]=[CH:20][CH:21]=3)[C:16]([CH3:23])=[CH:15][CH:14]=2)=[C:4]([CH3:26])[CH:3]=1. (3) Given the reactants Cl.[CH2:2]([O:4][C:5]([C:7]1[CH:12]=[CH:11][N:10]2[C:13]([C:16]([OH:18])=O)=[CH:14][N:15]=[C:9]2[CH:8]=1)=[O:6])[CH3:3].C(N(CC)CC)C.ClC1C=C(Cl)C=C(Cl)C=1C(Cl)=O.[CH2:38]([C:40]1[C:48]2[C:47]([NH2:49])=[CH:46][CH:45]=[CH:44][C:43]=2[N:42]([CH2:50][C:51]2[CH:56]=[CH:55][CH:54]=[C:53]([CH3:57])[N:52]=2)[N:41]=1)[CH3:39], predict the reaction product. The product is: [CH2:38]([C:40]1[C:48]2[C:43](=[CH:44][CH:45]=[CH:46][C:47]=2[NH:49][C:16]([C:13]2[N:10]3[CH:11]=[CH:12][C:7]([C:5]([O:4][CH2:2][CH3:3])=[O:6])=[CH:8][C:9]3=[N:15][CH:14]=2)=[O:18])[N:42]([CH2:50][C:51]2[CH:56]=[CH:55][CH:54]=[C:53]([CH3:57])[N:52]=2)[N:41]=1)[CH3:39]. (4) The product is: [NH:16]1[CH:17]=[C:13]([CH:10]2[C:11]3[C:7](=[C:6]([CH3:18])[C:5]([CH3:19])=[C:4]([OH:3])[CH:12]=3)[CH2:8][CH2:9]2)[N:14]=[CH:15]1. Given the reactants Cl.C[O:3][C:4]1[CH:12]=[C:11]2[C:7]([CH2:8][CH2:9][CH:10]2[C:13]2[N:14]=[CH:15][NH:16][CH:17]=2)=[C:6]([CH3:18])[C:5]=1[CH3:19].Br.[OH-].[NH4+], predict the reaction product. (5) Given the reactants Cl[C:2]1[CH:34]=[CH:33][C:5]([C:6]([NH:8][CH2:9][C:10]2[C:19](=[O:20])[C:18]3[C:13](=[CH:14][C:15]([Cl:21])=[CH:16][CH:17]=3)[N:12]([C:22]3[CH:27]=[CH:26][CH:25]=[CH:24][CH:23]=3)[C:11]=2[C:28]2[O:29][CH:30]=[CH:31][N:32]=2)=[O:7])=[CH:4][N:3]=1.[NH:35]1[CH2:40][CH2:39][CH2:38][CH2:37][CH2:36]1, predict the reaction product. The product is: [Cl:21][C:15]1[CH:14]=[C:13]2[C:18]([C:19](=[O:20])[C:10]([CH2:9][NH:8][C:6]([C:5]3[CH:33]=[CH:34][C:2]([N:35]4[CH2:40][CH2:39][CH2:38][CH2:37][CH2:36]4)=[N:3][CH:4]=3)=[O:7])=[C:11]([C:28]3[O:29][CH:30]=[CH:31][N:32]=3)[N:12]2[C:22]2[CH:23]=[CH:24][CH:25]=[CH:26][CH:27]=2)=[CH:17][CH:16]=1.